Dataset: Forward reaction prediction with 1.9M reactions from USPTO patents (1976-2016). Task: Predict the product of the given reaction. (1) The product is: [CH3:1][C:2]([CH3:3])([O:6][CH:8]1[CH2:9][CH2:10][CH2:11][CH2:12][O:7]1)[C:4]#[CH:5]. Given the reactants [CH3:1][C:2]([OH:6])([C:4]#[CH:5])[CH3:3].[O:7]1[CH:12]=[CH:11][CH2:10][CH2:9][CH2:8]1, predict the reaction product. (2) Given the reactants [F:1][C:2]1[CH:7]=[C:6]([C:8]2[CH:13]=[CH:12][C:11]([CH2:14][C:15]([OH:17])=O)=[CH:10][N:9]=2)[CH:5]=[CH:4][N:3]=1.[NH2:18][C:19]1[N:24]=[CH:23][C:22]([N:25]2[CH2:30][CH2:29][N:28]([C:31](=[O:33])[CH3:32])[CH2:27][CH2:26]2)=[CH:21][CH:20]=1.CN(C(ON1N=NC2C=CC=NC1=2)=[N+](C)C)C.F[P-](F)(F)(F)(F)F, predict the reaction product. The product is: [C:31]([N:28]1[CH2:27][CH2:26][N:25]([C:22]2[CH:21]=[CH:20][C:19]([NH:18][C:15](=[O:17])[CH2:14][C:11]3[CH:12]=[CH:13][C:8]([C:6]4[CH:5]=[CH:4][N:3]=[C:2]([F:1])[CH:7]=4)=[N:9][CH:10]=3)=[N:24][CH:23]=2)[CH2:30][CH2:29]1)(=[O:33])[CH3:32].